This data is from Reaction yield outcomes from USPTO patents with 853,638 reactions. The task is: Predict the reaction yield, written as a fraction of the theoretical maximum amount of product (1.0 means a 100% yield; for example, 0.34 means a 34% yield). (1) The reactants are [CH3:1][N:2]1[CH:6]=[C:5]([C:7](O)=[O:8])[C:4]([CH3:10])=[N:3]1.O1CCCC1.C(Cl)(=O)C(Cl)=O.[NH2:22][C:23]1[CH:24]=[C:25]([CH:42]=[CH:43][CH:44]=1)[O:26][C:27]1[CH:28]=[CH:29][C:30]2[N:31]([N:33]=[C:34]([NH:36][C:37]([CH:39]3[CH2:41][CH2:40]3)=[O:38])[N:35]=2)[CH:32]=1. The catalyst is CN(C)C=O.CN(C)C(=O)C. The product is [CH:39]1([C:37]([NH:36][C:34]2[N:35]=[C:30]3[CH:29]=[CH:28][C:27]([O:26][C:25]4[CH:24]=[C:23]([NH:22][C:7]([C:5]5[C:4]([CH3:10])=[N:3][N:2]([CH3:1])[CH:6]=5)=[O:8])[CH:44]=[CH:43][CH:42]=4)=[CH:32][N:31]3[N:33]=2)=[O:38])[CH2:40][CH2:41]1. The yield is 0.780. (2) The reactants are [CH3:1][N:2]1[C:6]2=[N:7][C:8]([S:11][CH3:12])=[N:9][CH:10]=[C:5]2[C:4](=O)[NH:3]1.P(Br)(Br)([Br:16])=O.O. The catalyst is C(#N)C. The product is [Br:16][C:4]1[C:5]2[C:6](=[N:7][C:8]([S:11][CH3:12])=[N:9][CH:10]=2)[N:2]([CH3:1])[N:3]=1. The yield is 0.610. (3) The catalyst is O.C(OCC)C.C(Cl)Cl. The reactants are [OH-].[K+].N(N(C)[C:6](N)=O)=O.[N+](=C)=[N-].[NH2:13][C:14]1[CH:19]=[CH:18][C:17]([C:20]2[S:21][CH:22]=[CH:23][CH:24]=2)=[CH:16][C:15]=1[NH:25][C:26]([C:28]1[CH:33]=[CH:32][C:31]([CH2:34][CH2:35][C:36]([OH:38])=[O:37])=[CH:30][CH:29]=1)=[O:27]. The product is [NH2:13][C:14]1[CH:19]=[CH:18][C:17]([C:20]2[S:21][CH:22]=[CH:23][CH:24]=2)=[CH:16][C:15]=1[NH:25][C:26]([C:28]1[CH:33]=[CH:32][C:31]([CH2:34][CH2:35][C:36]([O:38][CH3:6])=[O:37])=[CH:30][CH:29]=1)=[O:27]. The yield is 0.940. (4) The reactants are [CH:1]1([N:4]2[C:13]3[C:8](=[CH:9][C:10]([F:25])=[C:11]([N:16]4[CH2:21][CH2:20][CH:19]([NH2:22])[C:18]([CH3:24])([CH3:23])[CH2:17]4)[C:12]=3[O:14][CH3:15])[C:7](=[O:26])[C:6]([C:27]([OH:29])=[O:28])=[CH:5]2)[CH2:3][CH2:2]1.[CH3:30][S:31]([OH:34])(=[O:33])=[O:32]. The catalyst is C(O)(C)C. The product is [CH3:30][S:31]([OH:34])(=[O:33])=[O:32].[CH:1]1([N:4]2[C:13]3[C:8](=[CH:9][C:10]([F:25])=[C:11]([N:16]4[CH2:21][CH2:20][CH:19]([NH2:22])[C:18]([CH3:24])([CH3:23])[CH2:17]4)[C:12]=3[O:14][CH3:15])[C:7](=[O:26])[C:6]([C:27]([OH:29])=[O:28])=[CH:5]2)[CH2:3][CH2:2]1. The yield is 0.840. (5) The reactants are [H-].[Na+].[O:3]([CH3:15])[CH:4]1[O:12][C@H:11]([CH2:13][OH:14])[C@@H:9]([OH:10])[C@H:7]([OH:8])[C@H:5]1O.[CH:16]1[CH:21]=[CH:20][C:19]([CH2:22]Br)=[CH:18][CH:17]=1.[CH3:24][OH:25]. The catalyst is CN(C=O)C. The product is [CH2:24]([O:25][C@@H:5]1[C@@H:7]([O:8][CH2:22][C:19]2[CH:20]=[CH:21][CH:16]=[CH:17][CH:18]=2)[C@H:9]([O:10][CH2:22][C:19]2[CH:20]=[CH:21][CH:16]=[CH:17][CH:18]=2)[C@@H:11]([CH2:13][O:14][CH2:22][C:19]2[CH:20]=[CH:21][CH:16]=[CH:17][CH:18]=2)[O:12][C@@H:4]1[O:3][CH3:15])[C:16]1[CH:21]=[CH:20][CH:19]=[CH:18][CH:17]=1. The yield is 0.870.